This data is from Human liver microsome stability data. The task is: Regression/Classification. Given a drug SMILES string, predict its absorption, distribution, metabolism, or excretion properties. Task type varies by dataset: regression for continuous measurements (e.g., permeability, clearance, half-life) or binary classification for categorical outcomes (e.g., BBB penetration, CYP inhibition). Dataset: hlm. The compound is CN(C)CC1(c2ccc3ccccc3c2)CCCCC1. The result is 1 (stable in human liver microsomes).